This data is from Catalyst prediction with 721,799 reactions and 888 catalyst types from USPTO. The task is: Predict which catalyst facilitates the given reaction. (1) Reactant: Cl[C:2]1[N:7]=[C:6]2[N:8]([C:23]3[CH:24]=[C:25]([CH:28]=[CH:29][CH:30]=3)[C:26]#[N:27])[C:9](=[O:22])[N:10]([C:13]3[CH:18]=[CH:17][C:16]([O:19][CH3:20])=[CH:15][C:14]=3[F:21])[CH:11]([CH3:12])[C:5]2=[CH:4][N:3]=1.[NH2:31][C:32]1[CH:37]=[CH:36][CH:35]=[CH:34][CH:33]=1. Product: [F:21][C:14]1[CH:15]=[C:16]([O:19][CH3:20])[CH:17]=[CH:18][C:13]=1[N:10]1[CH:11]([CH3:12])[C:5]2[C:6](=[N:7][C:2]([NH:31][C:32]3[CH:37]=[CH:36][CH:35]=[CH:34][CH:33]=3)=[N:3][CH:4]=2)[N:8]([C:23]2[CH:24]=[C:25]([CH:28]=[CH:29][CH:30]=2)[C:26]#[N:27])[C:9]1=[O:22]. The catalyst class is: 5. (2) Reactant: [CH3:1][O:2][C:3]([C:5]1[C:6]([OH:33])=[C:7]2[C:12](=[CH:13][N:14]=1)[N:11]([CH2:15][C:16]1[CH:21]=[CH:20][CH:19]=[CH:18][CH:17]=1)[C:10](=[O:22])[C:9]([C:23]1[CH:28]=[CH:27][CH:26]=[CH:25][C:24]=1[C:29]([F:32])([F:31])[F:30])=[CH:8]2)=[O:4].[Br:34]N1C(=O)CCC1=O. Product: [CH3:1][O:2][C:3]([C:5]1[C:6]([OH:33])=[C:7]2[C:12](=[C:13]([Br:34])[N:14]=1)[N:11]([CH2:15][C:16]1[CH:17]=[CH:18][CH:19]=[CH:20][CH:21]=1)[C:10](=[O:22])[C:9]([C:23]1[CH:28]=[CH:27][CH:26]=[CH:25][C:24]=1[C:29]([F:32])([F:31])[F:30])=[CH:8]2)=[O:4]. The catalyst class is: 2. (3) Reactant: Br[C:2]1[CH:7]=[CH:6][C:5]([C:8]([OH:11])([CH3:10])[CH3:9])=[CH:4][CH:3]=1.[NH:12]1[CH2:17][CH2:16][O:15][CH2:14][CH2:13]1.C1C=CC(P(C2C(C3C(P(C4C=CC=CC=4)C4C=CC=CC=4)=CC=C4C=3C=CC=C4)=C3C(C=CC=C3)=CC=2)C2C=CC=CC=2)=CC=1.CC(C)([O-])C.[Na+]. Product: [N:12]1([C:2]2[CH:7]=[CH:6][C:5]([C:8]([OH:11])([CH3:10])[CH3:9])=[CH:4][CH:3]=2)[CH2:17][CH2:16][O:15][CH2:14][CH2:13]1. The catalyst class is: 164. (4) Reactant: [CH3:1][N:2]1[C@@H:19]2[CH2:20][C:7]3[CH:8]=[CH:9][C:10]([O:22][CH3:23])=[C:11]4[O:12][C@H:13]5[C:14]([CH2:16][CH2:17][C@:18]2([OH:21])[C@:5]5([C:6]=34)[CH2:4][CH2:3]1)=[O:15].C[Si]([N-][Si](C)(C)C)(C)C.[K+].[C:34](Cl)(=O)[NH2:35].[C:38](=[O:41])(O)[O-:39].[Na+].C(Cl)Cl.[F:46][C:47]([F:52])([F:51])[C:48]([OH:50])=[O:49]. Product: [CH3:1][N:2]1[C@@H:19]2[CH2:20][C:7]3[CH:8]=[CH:9][C:10]([O:22][CH3:23])=[C:11]4[O:12][C@H:13]5[C:14]([CH2:16][CH2:17][C@:18]2([OH:21])[C@:5]5([C:6]=34)[CH2:4][CH2:3]1)=[O:15].[OH:50][C:48]([C:47]([F:52])([F:51])[F:46])=[O:49].[OH:50][C:48]([C:47]([F:52])([F:51])[F:46])=[O:49].[CH3:1][N:2]([CH2:3][CH2:34][NH2:35])[C:38](=[O:41])[OH:39]. The catalyst class is: 1. (5) Reactant: CCN(C(C)C)C(C)C.[Br:10][C:11]1[CH:12]=[C:13]([NH2:17])[CH:14]=[CH:15][CH:16]=1.[N:18]1([CH2:24][C:25]2[CH:33]=[CH:32][C:28]([C:29](O)=[O:30])=[CH:27][CH:26]=2)[CH2:23][CH2:22][CH2:21][CH2:20][CH2:19]1.F[P-](F)(F)(F)(F)F.N1(O[P+](N(C)C)(N(C)C)N(C)C)C2C=CC=CC=2N=N1. Product: [Br:10][C:11]1[CH:12]=[C:13]([NH:17][C:29](=[O:30])[C:28]2[CH:32]=[CH:33][C:25]([CH2:24][N:18]3[CH2:23][CH2:22][CH2:21][CH2:20][CH2:19]3)=[CH:26][CH:27]=2)[CH:14]=[CH:15][CH:16]=1. The catalyst class is: 3. (6) Reactant: [F:1][C:2]([F:41])([F:40])[C:3]1[CH:4]=[C:5]([CH:33]=[C:34]([C:36]([F:39])([F:38])[F:37])[CH:35]=1)[CH2:6][N:7]([CH2:14][C:15]1[CH:20]=[C:19]([C:21]([F:24])([F:23])[F:22])[CH:18]=[CH:17][C:16]=1[C:25]([CH:28]1[CH2:32][CH2:31][CH2:30][CH2:29]1)([OH:27])[CH3:26])[C:8]1[N:9]=[N:10][N:11]([CH3:13])[N:12]=1.[H-].[Na+].[CH3:44]I. Product: [F:39][C:36]([F:37])([F:38])[C:34]1[CH:33]=[C:5]([CH:4]=[C:3]([C:2]([F:1])([F:40])[F:41])[CH:35]=1)[CH2:6][N:7]([CH2:14][C:15]1[CH:20]=[C:19]([C:21]([F:24])([F:23])[F:22])[CH:18]=[CH:17][C:16]=1[C:25]([CH:28]1[CH2:32][CH2:31][CH2:30][CH2:29]1)([O:27][CH3:44])[CH3:26])[C:8]1[N:9]=[N:10][N:11]([CH3:13])[N:12]=1. The catalyst class is: 1. (7) Reactant: [CH3:1][N:2]([C:22]1[CH:27]=[CH:26][C:25]([NH:28][C:29]([NH:31][C:32]2[CH:37]=[CH:36][CH:35]=[CH:34][CH:33]=2)=[O:30])=[CH:24][CH:23]=1)[S:3]([C:6]1[S:7][C:8]([C:11]2[N:15](C3CCCCO3)[N:14]=[CH:13][CH:12]=2)=[CH:9][CH:10]=1)(=[O:5])=[O:4].Cl.C([O-])(O)=O.[Na+]. Product: [CH3:1][N:2]([C:22]1[CH:27]=[CH:26][C:25]([NH:28][C:29]([NH:31][C:32]2[CH:37]=[CH:36][CH:35]=[CH:34][CH:33]=2)=[O:30])=[CH:24][CH:23]=1)[S:3]([C:6]1[S:7][C:8]([C:11]2[NH:15][N:14]=[CH:13][CH:12]=2)=[CH:9][CH:10]=1)(=[O:5])=[O:4]. The catalyst class is: 24. (8) Reactant: [NH:1]1[CH:5]=[CH:4][CH:3]=[C:2]1[CH:6]=[O:7].[H-].[Na+].[C:10](O[C:10]([O:12][C:13]([CH3:16])([CH3:15])[CH3:14])=[O:11])([O:12][C:13]([CH3:16])([CH3:15])[CH3:14])=[O:11]. Product: [C:10]([N:1]1[CH:5]=[CH:4][CH:3]=[C:2]1[CH:6]=[O:7])([O:12][C:13]([CH3:16])([CH3:15])[CH3:14])=[O:11]. The catalyst class is: 7. (9) Reactant: C1(C)C=CC=CC=1.N1CCCCC1.[C:14]12([C:24]3[CH:25]=[C:26]([C:38]4[C:43]([CH:44]=O)=[CH:42][CH:41]=[CH:40][CH:39]=4)[CH:27]=[CH:28][C:29]=3[O:30][Si:31]([C:34]([CH3:37])([CH3:36])[CH3:35])([CH3:33])[CH3:32])[CH2:23][CH:18]3[CH2:19][CH:20]([CH2:22][CH:16]([CH2:17]3)[CH2:15]1)[CH2:21]2.[S:46]1[CH2:50][C:49](=[O:51])[NH:48][C:47]1=[O:52]. Product: [C:14]12([C:24]3[CH:25]=[C:26]([C:38]4[C:43]([CH:44]=[C:50]5[S:46][C:47](=[O:52])[NH:48][C:49]5=[O:51])=[CH:42][CH:41]=[CH:40][CH:39]=4)[CH:27]=[CH:28][C:29]=3[O:30][Si:31]([C:34]([CH3:35])([CH3:36])[CH3:37])([CH3:32])[CH3:33])[CH2:23][CH:18]3[CH2:19][CH:20]([CH2:22][CH:16]([CH2:17]3)[CH2:15]1)[CH2:21]2. The catalyst class is: 15. (10) Reactant: C[O:2][C:3](=[O:29])[CH2:4][C:5]1[C:9]2[C:10]([Cl:27])=[CH:11][C:12]([O:14][CH2:15][C:16]3[C:17]([CH3:26])=[N:18][C:19]([C:22]([F:25])([F:24])[F:23])=[CH:20][CH:21]=3)=[CH:13][C:8]=2[S:7][C:6]=1[CH3:28].C1COCC1.[OH-].[Na+].Cl. Product: [Cl:27][C:10]1[C:9]2[C:5]([CH2:4][C:3]([OH:29])=[O:2])=[C:6]([CH3:28])[S:7][C:8]=2[CH:13]=[C:12]([O:14][CH2:15][C:16]2[C:17]([CH3:26])=[N:18][C:19]([C:22]([F:23])([F:25])[F:24])=[CH:20][CH:21]=2)[CH:11]=1. The catalyst class is: 5.